Task: Predict the reactants needed to synthesize the given product.. Dataset: Full USPTO retrosynthesis dataset with 1.9M reactions from patents (1976-2016) (1) Given the product [Br:13][C:14]1[CH:15]=[C:16]([C:22](=[O:52])[CH2:23][N:24]2[C:29](=[O:30])[C:28]3[CH:31]=[C:32]([CH2:34][CH3:35])[S:33][C:27]=3[N:26]([CH2:36][C:37]3[CH:42]=[CH:41][C:40]([C:43]4[CH:48]=[CH:47][CH:46]=[CH:45][C:44]=4[C:49]4[NH:3][C:4](=[O:7])[O:5][N:50]=4)=[CH:39][CH:38]=3)[C:25]2=[O:51])[CH:17]=[CH:18][C:19]=1[O:20][CH3:21], predict the reactants needed to synthesize it. The reactants are: [Cl-].O[NH3+:3].[C:4](=[O:7])([O-])[OH:5].[Na+].CS(C)=O.[Br:13][C:14]1[CH:15]=[C:16]([C:22](=[O:52])[CH2:23][N:24]2[C:29](=[O:30])[C:28]3[CH:31]=[C:32]([CH2:34][CH3:35])[S:33][C:27]=3[N:26]([CH2:36][C:37]3[CH:42]=[CH:41][C:40]([C:43]4[C:44]([C:49]#[N:50])=[CH:45][CH:46]=[CH:47][CH:48]=4)=[CH:39][CH:38]=3)[C:25]2=[O:51])[CH:17]=[CH:18][C:19]=1[O:20][CH3:21]. (2) Given the product [CH3:1][C@H:2]([O:5][C:26]1[CH:27]=[C:28]([CH3:36])[C:29]([C:32]([O:34][CH3:35])=[O:33])=[N:30][CH:31]=1)[C:3]#[CH:4], predict the reactants needed to synthesize it. The reactants are: [CH3:1][C@@H:2]([OH:5])[C:3]#[CH:4].C1(P(C2C=CC=CC=2)C2C=CC=CC=2)C=CC=CC=1.O[C:26]1[CH:27]=[C:28]([CH3:36])[C:29]([C:32]([O:34][CH3:35])=[O:33])=[N:30][CH:31]=1.N(C(OC(C)C)=O)=NC(OC(C)C)=O.CC(OC(/N=N/C(OC(C)C)=O)=O)C. (3) Given the product [OH:1][N:2]1[C:7]([CH3:9])([CH3:8])[CH2:6][CH:5]([O:10][CH2:11][CH:12]([OH:14])[CH2:13][N:18]([CH3:19])[CH3:17])[CH2:4][C:3]1([CH3:16])[CH3:15], predict the reactants needed to synthesize it. The reactants are: [OH:1][N:2]1[C:7]([CH3:9])([CH3:8])[CH2:6][CH:5]([O:10][CH2:11][CH:12]2[O:14][CH2:13]2)[CH2:4][C:3]1([CH3:16])[CH3:15].[CH3:17][NH:18][CH3:19]. (4) Given the product [OH:33][C@@H:32]([CH3:34])[C:31]([N:4]1[CH2:5][CH2:6][N:1]([C:7]2[CH:29]=[CH:28][C:10]([NH:11][C:12]3[N:17]=[C:16]([C:18]4[N:22]([CH:23]([CH3:25])[CH3:24])[C:21]([CH3:26])=[N:20][CH:19]=4)[C:15]([F:27])=[CH:14][N:13]=3)=[CH:9][C:8]=2[CH3:30])[CH2:2][CH2:3]1)=[O:35], predict the reactants needed to synthesize it. The reactants are: [N:1]1([C:7]2[CH:29]=[CH:28][C:10]([NH:11][C:12]3[N:17]=[C:16]([C:18]4[N:22]([CH:23]([CH3:25])[CH3:24])[C:21]([CH3:26])=[N:20][CH:19]=4)[C:15]([F:27])=[CH:14][N:13]=3)=[CH:9][C:8]=2[CH3:30])[CH2:6][CH2:5][NH:4][CH2:3][CH2:2]1.[C:31](O)(=[O:35])[C@H:32]([CH3:34])[OH:33].C1C=CC2N(O)N=NC=2C=1.O.CCN(C(C)C)C(C)C.CCN=C=NCCCN(C)C.